Dataset: NCI-60 drug combinations with 297,098 pairs across 59 cell lines. Task: Regression. Given two drug SMILES strings and cell line genomic features, predict the synergy score measuring deviation from expected non-interaction effect. (1) Synergy scores: CSS=39.9, Synergy_ZIP=-5.61, Synergy_Bliss=-1.74, Synergy_Loewe=-9.34, Synergy_HSA=3.22. Cell line: NCI-H522. Drug 2: C1=CN(C(=O)N=C1N)C2C(C(C(O2)CO)O)O.Cl. Drug 1: C1CCC(CC1)NC(=O)N(CCCl)N=O. (2) Drug 1: C1=CC(=CC=C1CC(C(=O)O)N)N(CCCl)CCCl.Cl. Drug 2: CCC1(CC2CC(C3=C(CCN(C2)C1)C4=CC=CC=C4N3)(C5=C(C=C6C(=C5)C78CCN9C7C(C=CC9)(C(C(C8N6C=O)(C(=O)OC)O)OC(=O)C)CC)OC)C(=O)OC)O.OS(=O)(=O)O. Cell line: MOLT-4. Synergy scores: CSS=54.5, Synergy_ZIP=1.98, Synergy_Bliss=4.12, Synergy_Loewe=-15.9, Synergy_HSA=2.86. (3) Drug 1: C1=NC2=C(N=C(N=C2N1C3C(C(C(O3)CO)O)O)F)N. Drug 2: CS(=O)(=O)CCNCC1=CC=C(O1)C2=CC3=C(C=C2)N=CN=C3NC4=CC(=C(C=C4)OCC5=CC(=CC=C5)F)Cl. Cell line: OVCAR3. Synergy scores: CSS=15.6, Synergy_ZIP=-4.21, Synergy_Bliss=-1.58, Synergy_Loewe=-14.0, Synergy_HSA=-1.90. (4) Drug 1: C1CC(=O)NC(=O)C1N2CC3=C(C2=O)C=CC=C3N. Drug 2: C1=NC(=NC(=O)N1C2C(C(C(O2)CO)O)O)N. Cell line: NCI/ADR-RES. Synergy scores: CSS=12.1, Synergy_ZIP=2.19, Synergy_Bliss=5.53, Synergy_Loewe=6.59, Synergy_HSA=5.49. (5) Drug 1: CC1C(C(CC(O1)OC2CC(CC3=C2C(=C4C(=C3O)C(=O)C5=C(C4=O)C(=CC=C5)OC)O)(C(=O)C)O)N)O.Cl. Drug 2: C1CC(C1)(C(=O)O)C(=O)O.[NH2-].[NH2-].[Pt+2]. Cell line: LOX IMVI. Synergy scores: CSS=32.6, Synergy_ZIP=-13.8, Synergy_Bliss=-12.7, Synergy_Loewe=-8.99, Synergy_HSA=-7.51. (6) Drug 1: C1=NNC2=C1C(=O)NC=N2. Drug 2: N.N.Cl[Pt+2]Cl. Cell line: 786-0. Synergy scores: CSS=61.7, Synergy_ZIP=-1.51, Synergy_Bliss=-2.09, Synergy_Loewe=-10.1, Synergy_HSA=-1.59. (7) Drug 1: C1=NC2=C(N1)C(=S)N=C(N2)N. Drug 2: CC1C(C(CC(O1)OC2CC(OC(C2O)C)OC3=CC4=CC5=C(C(=O)C(C(C5)C(C(=O)C(C(C)O)O)OC)OC6CC(C(C(O6)C)O)OC7CC(C(C(O7)C)O)OC8CC(C(C(O8)C)O)(C)O)C(=C4C(=C3C)O)O)O)O. Cell line: NCIH23. Synergy scores: CSS=45.8, Synergy_ZIP=-3.35, Synergy_Bliss=-0.781, Synergy_Loewe=-0.998, Synergy_HSA=-0.654. (8) Drug 1: C1CN1P(=S)(N2CC2)N3CC3. Drug 2: C(CN)CNCCSP(=O)(O)O. Cell line: UO-31. Synergy scores: CSS=6.04, Synergy_ZIP=-1.83, Synergy_Bliss=-2.90, Synergy_Loewe=-2.91, Synergy_HSA=-3.02. (9) Drug 1: C1CCC(CC1)NC(=O)N(CCCl)N=O. Drug 2: CCCS(=O)(=O)NC1=C(C(=C(C=C1)F)C(=O)C2=CNC3=C2C=C(C=N3)C4=CC=C(C=C4)Cl)F. Cell line: OVCAR-4. Synergy scores: CSS=3.44, Synergy_ZIP=0.534, Synergy_Bliss=0.885, Synergy_Loewe=-2.58, Synergy_HSA=-1.49. (10) Drug 1: C1CCN(CC1)CCOC2=CC=C(C=C2)C(=O)C3=C(SC4=C3C=CC(=C4)O)C5=CC=C(C=C5)O. Drug 2: CC1=C(C(=O)C2=C(C1=O)N3CC4C(C3(C2COC(=O)N)OC)N4)N. Cell line: SK-OV-3. Synergy scores: CSS=10.3, Synergy_ZIP=-7.43, Synergy_Bliss=2.11, Synergy_Loewe=0.104, Synergy_HSA=3.07.